Dataset: Peptide-MHC class I binding affinity with 185,985 pairs from IEDB/IMGT. Task: Regression. Given a peptide amino acid sequence and an MHC pseudo amino acid sequence, predict their binding affinity value. This is MHC class I binding data. (1) The peptide sequence is APGWLIWTY. The MHC is HLA-B08:01 with pseudo-sequence HLA-B08:01. The binding affinity (normalized) is 0. (2) The peptide sequence is KHYWDAIRFRY. The MHC is Mamu-B17 with pseudo-sequence Mamu-B17. The binding affinity (normalized) is 0.718. (3) The peptide sequence is YEFLQPILL. The MHC is HLA-A24:02 with pseudo-sequence HLA-A24:02. The binding affinity (normalized) is 0.151. (4) The peptide sequence is AHMSEEEQF. The MHC is H-2-Kd with pseudo-sequence H-2-Kd. The binding affinity (normalized) is 0. (5) The peptide sequence is QDNQWSYKI. The MHC is Mamu-A11 with pseudo-sequence Mamu-A11. The binding affinity (normalized) is 0.546. (6) The peptide sequence is NSIQRRTLD. The MHC is H-2-Kb with pseudo-sequence H-2-Kb. The binding affinity (normalized) is 0.0902. (7) The peptide sequence is EIKDTEEAL. The MHC is HLA-A26:02 with pseudo-sequence HLA-A26:02. The binding affinity (normalized) is 0.0847. (8) The peptide sequence is FSDLLSMAW. The MHC is HLA-B58:01 with pseudo-sequence HLA-B58:01. The binding affinity (normalized) is 0.898.